From a dataset of Full USPTO retrosynthesis dataset with 1.9M reactions from patents (1976-2016). Predict the reactants needed to synthesize the given product. (1) The reactants are: [F:1][C:2]([F:7])([F:6])[C:3]([OH:5])=[O:4].C(OC([NH:15][C:16]1[S:25][C:19]2=[N:20][C:21]([CH3:24])=[CH:22][CH:23]=[C:18]2[C:17]=1[C:26]([OH:28])=[O:27])=O)(C)(C)C. Given the product [F:1][C:2]([F:7])([F:6])[C:3]([OH:5])=[O:4].[NH2:15][C:16]1[S:25][C:19]2=[N:20][C:21]([CH3:24])=[CH:22][CH:23]=[C:18]2[C:17]=1[C:26]([OH:28])=[O:27], predict the reactants needed to synthesize it. (2) Given the product [CH3:1][C:2]1[N:3]=[CH:4][C:5]2[C:10]([CH:11]=1)=[C:9]([CH2:12][C:13]([NH:23][CH2:22][C:21]1[CH:20]=[CH:19][C:18]([C:17]([F:16])([F:26])[F:27])=[CH:25][CH:24]=1)=[O:15])[CH:8]=[CH:7][CH:6]=2, predict the reactants needed to synthesize it. The reactants are: [CH3:1][C:2]1[N:3]=[CH:4][C:5]2[C:10]([CH:11]=1)=[C:9]([CH2:12][C:13]([OH:15])=O)[CH:8]=[CH:7][CH:6]=2.[F:16][C:17]([F:27])([F:26])[C:18]1[CH:25]=[CH:24][C:21]([CH2:22][NH2:23])=[CH:20][CH:19]=1.FC(F)(F)OC1C=CC(CN)=CC=1.